Predict which catalyst facilitates the given reaction. From a dataset of Catalyst prediction with 721,799 reactions and 888 catalyst types from USPTO. Reactant: [N+:1]([C:4]1[CH:9]=[CH:8][C:7]([S:10]([CH3:13])(=[NH:12])=[O:11])=[CH:6][CH:5]=1)([O-])=O.C(OC(C)C)(C)C. Product: [NH2:1][C:4]1[CH:5]=[CH:6][C:7]([S:10]([CH3:13])(=[NH:12])=[O:11])=[CH:8][CH:9]=1. The catalyst class is: 29.